This data is from Forward reaction prediction with 1.9M reactions from USPTO patents (1976-2016). The task is: Predict the product of the given reaction. (1) Given the reactants [F:1][C:2]1[CH:7]=[CH:6][CH:5]=[C:4]([F:8])[C:3]=1[N:9]1[C:14]2[N:15]=[C:16]([N:29]3[CH2:34][CH2:33][CH:32]([NH:35][C:36]([O:38][C:39]([CH3:42])([CH3:41])[CH3:40])=[O:37])[CH2:31][CH2:30]3)[N:17]=[C:18]([C:19]3[CH:20]=[C:21]([CH:25]=[CH:26][C:27]=3[CH3:28])[C:22]([OH:24])=O)[C:13]=2[CH2:12][NH:11][C:10]1=[O:43].[F:44][C:45]1[CH:50]=[CH:49][C:48]([CH2:51][CH2:52][NH2:53])=[CH:47][CH:46]=1, predict the reaction product. The product is: [F:8][C:4]1[CH:5]=[CH:6][CH:7]=[C:2]([F:1])[C:3]=1[N:9]1[C:14]2[N:15]=[C:16]([N:29]3[CH2:34][CH2:33][CH:32]([NH:35][C:36](=[O:37])[O:38][C:39]([CH3:40])([CH3:42])[CH3:41])[CH2:31][CH2:30]3)[N:17]=[C:18]([C:19]3[CH:20]=[C:21]([C:22]([NH:53][CH2:52][CH2:51][C:48]4[CH:49]=[CH:50][C:45]([F:44])=[CH:46][CH:47]=4)=[O:24])[CH:25]=[CH:26][C:27]=3[CH3:28])[C:13]=2[CH2:12][NH:11][C:10]1=[O:43]. (2) Given the reactants C([O:8][CH2:9][C@@H:10]1[CH2:14][CH2:13][S:12](=[O:16])(=[O:15])[NH:11]1)C1C=CC=CC=1.Br[C:18]1[CH:23]=[CH:22][C:21]([C:24]([N:26]2[CH2:31][CH2:30][N:29]([C:32]3[CH:37]=[CH:36][C:35]([CH3:38])=[CH:34][C:33]=3[CH3:39])[CH2:28][CH2:27]2)=[O:25])=[C:20]([CH3:40])[CH:19]=1, predict the reaction product. The product is: [CH3:39][C:33]1[CH:34]=[C:35]([CH3:38])[CH:36]=[CH:37][C:32]=1[N:29]1[CH2:30][CH2:31][N:26]([C:24]([C:21]2[CH:22]=[CH:23][C:18]([N:11]3[C@H:10]([CH2:9][OH:8])[CH2:14][CH2:13][S:12]3(=[O:15])=[O:16])=[CH:19][C:20]=2[CH3:40])=[O:25])[CH2:27][CH2:28]1. (3) Given the reactants [CH:1]([C:4]1[CH:23]=[CH:22][CH:21]=[CH:20][C:5]=1[C:6]([O:8][CH:9]([CH3:19])[CH2:10][N:11]([CH:13]1[CH2:18][CH2:17][CH2:16][CH2:15][CH2:14]1)[CH3:12])=[O:7])([CH3:3])[CH3:2].[CH3:24][I:25], predict the reaction product. The product is: [I-:25].[CH:1]([C:4]1[CH:23]=[CH:22][CH:21]=[CH:20][C:5]=1[C:6]([O:8][CH:9]([CH3:19])[CH2:10][N+:11]([CH3:24])([CH3:12])[CH:13]1[CH2:18][CH2:17][CH2:16][CH2:15][CH2:14]1)=[O:7])([CH3:2])[CH3:3]. (4) Given the reactants [OH-].[Na+].C[O:4][C:5](=[O:26])[CH2:6][N:7]1[CH:11]=[C:10]([C:12]2[CH:17]=[C:16]([C:18]([F:21])([F:20])[F:19])[CH:15]=[C:14]([C:22]#[N:23])[CH:13]=2)[C:9]([C:24]#[N:25])=[CH:8]1.C1COCC1.Cl, predict the reaction product. The product is: [C:24]([C:9]1[C:10]([C:12]2[CH:17]=[C:16]([C:18]([F:21])([F:19])[F:20])[CH:15]=[C:14]([C:22]#[N:23])[CH:13]=2)=[CH:11][N:7]([CH2:6][C:5]([OH:26])=[O:4])[CH:8]=1)#[N:25]. (5) Given the reactants Br.Br[C:3]1[S:7][C:6]([NH2:8])=[N:5][CH:4]=1.[CH2:9]([O:11][C:12](=[O:21])[C:13]1[CH:18]=[CH:17][C:16]([OH:19])=[C:15]([F:20])[CH:14]=1)[CH3:10].C(=O)([O-])[O-].[Cs+].[Cs+], predict the reaction product. The product is: [CH2:9]([O:11][C:12](=[O:21])[C:13]1[CH:18]=[CH:17][C:16]([O:19][C:3]2[S:7][C:6]([NH2:8])=[N:5][CH:4]=2)=[C:15]([F:20])[CH:14]=1)[CH3:10]. (6) Given the reactants C(O[C:6](=O)[NH:7][C@H:8]1[CH2:11][C@H:10]([N:12]2[C:16]3=[N:17][CH:18]=[CH:19][CH:20]=[C:15]3[C:14]([CH3:22])([CH3:21])[C:13]2=[O:23])[CH2:9]1)(C)(C)C.BrC1[S:27][CH:28]=[C:29]([CH3:31])[N:30]=1, predict the reaction product. The product is: [CH3:22][C:14]1([CH3:21])[C:15]2[C:16](=[N:17][CH:18]=[CH:19][CH:20]=2)[N:12]([C@H:10]2[CH2:9][C@H:8]([NH:7][C:6]3[S:27][CH:28]=[C:29]([CH3:31])[N:30]=3)[CH2:11]2)[C:13]1=[O:23].